Dataset: Merck oncology drug combination screen with 23,052 pairs across 39 cell lines. Task: Regression. Given two drug SMILES strings and cell line genomic features, predict the synergy score measuring deviation from expected non-interaction effect. (1) Drug 1: C=CCn1c(=O)c2cnc(Nc3ccc(N4CCN(C)CC4)cc3)nc2n1-c1cccc(C(C)(C)O)n1. Drug 2: NC1CCCCC1N.O=C(O)C(=O)O.[Pt+2]. Cell line: VCAP. Synergy scores: synergy=-10.1. (2) Drug 1: NC1CCCCC1N.O=C(O)C(=O)O.[Pt+2]. Drug 2: CNC(=O)c1cc(Oc2ccc(NC(=O)Nc3ccc(Cl)c(C(F)(F)F)c3)cc2)ccn1. Cell line: A2780. Synergy scores: synergy=-8.53. (3) Drug 2: COC1CC2CCC(C)C(O)(O2)C(=O)C(=O)N2CCCCC2C(=O)OC(C(C)CC2CCC(OP(C)(C)=O)C(OC)C2)CC(=O)C(C)C=C(C)C(O)C(OC)C(=O)C(C)CC(C)C=CC=CC=C1C. Drug 1: CS(=O)(=O)CCNCc1ccc(-c2ccc3ncnc(Nc4ccc(OCc5cccc(F)c5)c(Cl)c4)c3c2)o1. Synergy scores: synergy=92.9. Cell line: MSTO.